From a dataset of NCI-60 drug combinations with 297,098 pairs across 59 cell lines. Regression. Given two drug SMILES strings and cell line genomic features, predict the synergy score measuring deviation from expected non-interaction effect. (1) Drug 1: COC1=CC(=CC(=C1O)OC)C2C3C(COC3=O)C(C4=CC5=C(C=C24)OCO5)OC6C(C(C7C(O6)COC(O7)C8=CC=CS8)O)O. Drug 2: CCCCCOC(=O)NC1=NC(=O)N(C=C1F)C2C(C(C(O2)C)O)O. Cell line: NCI-H460. Synergy scores: CSS=43.2, Synergy_ZIP=1.82, Synergy_Bliss=1.20, Synergy_Loewe=-8.71, Synergy_HSA=2.60. (2) Drug 1: C1CCC(C1)C(CC#N)N2C=C(C=N2)C3=C4C=CNC4=NC=N3. Drug 2: CCCCC(=O)OCC(=O)C1(CC(C2=C(C1)C(=C3C(=C2O)C(=O)C4=C(C3=O)C=CC=C4OC)O)OC5CC(C(C(O5)C)O)NC(=O)C(F)(F)F)O. Cell line: A549. Synergy scores: CSS=6.83, Synergy_ZIP=-2.27, Synergy_Bliss=1.59, Synergy_Loewe=1.20, Synergy_HSA=1.03. (3) Drug 1: CNC(=O)C1=NC=CC(=C1)OC2=CC=C(C=C2)NC(=O)NC3=CC(=C(C=C3)Cl)C(F)(F)F. Drug 2: CC(C)NC(=O)C1=CC=C(C=C1)CNNC.Cl. Cell line: OVCAR3. Synergy scores: CSS=-7.10, Synergy_ZIP=-0.112, Synergy_Bliss=-5.27, Synergy_Loewe=-9.96, Synergy_HSA=-9.58. (4) Synergy scores: CSS=2.02, Synergy_ZIP=-0.641, Synergy_Bliss=-1.26, Synergy_Loewe=-0.896, Synergy_HSA=-1.05. Drug 2: CS(=O)(=O)OCCCCOS(=O)(=O)C. Drug 1: CC12CCC3C(C1CCC2O)C(CC4=C3C=CC(=C4)O)CCCCCCCCCS(=O)CCCC(C(F)(F)F)(F)F. Cell line: UACC-257.